Predict the reaction yield, written as a fraction of the theoretical maximum amount of product (1.0 means a 100% yield; for example, 0.34 means a 34% yield). From a dataset of Reaction yield outcomes from USPTO patents with 853,638 reactions. (1) The reactants are [F:1][C:2]1[CH:7]=[CH:6][C:5]([C:8]([C:10]2[CH:15]=[CH:14][C:13]([N+:16]([O-])=O)=[CH:12][CH:11]=2)=O)=[CH:4][CH:3]=1.FC(F)(F)S(O)(=O)=O.C([SiH](CC)CC)C.C(=O)(O)[O-].[Na+]. The catalyst is ClCCl. The product is [F:1][C:2]1[CH:3]=[CH:4][C:5]([CH2:8][C:10]2[CH:15]=[CH:14][C:13]([NH2:16])=[CH:12][CH:11]=2)=[CH:6][CH:7]=1. The yield is 0.140. (2) The reactants are [NH2:1][C@H:2]1[CH2:7][CH2:6][C@H:5]([OH:8])[CH2:4][CH2:3]1.C(=O)([O-])[O-].[Cs+].[Cs+].[CH2:15](Br)[C:16]1[CH:21]=[CH:20][CH:19]=[CH:18][CH:17]=1. The product is [CH2:15]([N:1]([CH2:15][C:16]1[CH:21]=[CH:20][CH:19]=[CH:18][CH:17]=1)[C@H:2]1[CH2:7][CH2:6][C@H:5]([OH:8])[CH2:4][CH2:3]1)[C:16]1[CH:21]=[CH:20][CH:19]=[CH:18][CH:17]=1. The catalyst is C(#N)C. The yield is 0.850. (3) The reactants are C(N(C(C)C)CC)(C)C.F[P-](F)(F)(F)(F)F.N1(O[P+](N(C)C)(N(C)C)N(C)C)C2C=CC=CC=2N=N1.[F:37][C:38]1[CH:43]=[CH:42][C:41]([C:44]2[CH:49]=[CH:48][C:47]([S:50]([N:53]([CH2:62][CH2:63][C:64]([O:66][CH3:67])=[O:65])[C:54]3([C:59]([OH:61])=O)[CH2:58][CH2:57][CH2:56][CH2:55]3)(=[O:52])=[O:51])=[CH:46][CH:45]=2)=[CH:40][CH:39]=1.Cl.[CH2:69]([O:76][NH2:77])[C:70]1[CH:75]=[CH:74][CH:73]=[CH:72][CH:71]=1. The catalyst is CN(C)C=O. The product is [CH3:67][O:66][C:64](=[O:65])[CH2:63][CH2:62][N:53]([C:54]1([C:59](=[O:61])[NH:77][O:76][CH2:69][C:70]2[CH:75]=[CH:74][CH:73]=[CH:72][CH:71]=2)[CH2:55][CH2:56][CH2:57][CH2:58]1)[S:50]([C:47]1[CH:48]=[CH:49][C:44]([C:41]2[CH:40]=[CH:39][C:38]([F:37])=[CH:43][CH:42]=2)=[CH:45][CH:46]=1)(=[O:51])=[O:52]. The yield is 0.860.